Dataset: Forward reaction prediction with 1.9M reactions from USPTO patents (1976-2016). Task: Predict the product of the given reaction. (1) Given the reactants [CH2:1]([O:3][C:4]([C:6]1[CH:11]=[C:10]([CH3:12])[NH:9][C:8](=[O:13])[C:7]=1[O:14][CH2:15][C:16]1[CH:21]=[CH:20][CH:19]=[CH:18][CH:17]=1)=[O:5])[CH3:2].CC(C)([O-])C.[Mg+2].CC(C)([O-])C.CC(C)([O-])C.[K+].N#N.Br[CH2:42][C:43]([OH:45])=[O:44].Cl, predict the reaction product. The product is: [CH2:1]([O:3][C:4]([C:6]1[CH:11]=[C:10]([CH3:12])[N:9]([CH2:42][C:43]([OH:45])=[O:44])[C:8](=[O:13])[C:7]=1[O:14][CH2:15][C:16]1[CH:17]=[CH:18][CH:19]=[CH:20][CH:21]=1)=[O:5])[CH3:2]. (2) The product is: [C:19]([O:23][C:24]([N:26]1[CH2:30][CH2:29][CH:28]([O:31][CH2:32][C:33]2[CH:34]=[CH:35][CH:36]=[CH:37][CH:38]=2)[CH:27]1[CH2:39][CH:40]([OH:41])[CH2:42][N:10]1[C:11](=[O:18])[C:12]2[N:17]=[CH:16][CH:15]=[CH:14][C:13]=2[N:8]=[CH:9]1)=[O:25])([CH3:22])([CH3:21])[CH3:20]. Given the reactants [H-].[K+].CN(C)C=O.[N:8]1[C:13]2[CH:14]=[CH:15][CH:16]=[N:17][C:12]=2[C:11](=[O:18])[NH:10][CH:9]=1.[C:19]([O:23][C:24]([N:26]1[CH2:30][CH2:29][CH:28]([O:31][CH2:32][C:33]2[CH:38]=[CH:37][CH:36]=[CH:35][CH:34]=2)[CH:27]1[CH2:39][CH:40]1[CH2:42][O:41]1)=[O:25])([CH3:22])([CH3:21])[CH3:20], predict the reaction product.